Dataset: Reaction yield outcomes from USPTO patents with 853,638 reactions. Task: Predict the reaction yield, written as a fraction of the theoretical maximum amount of product (1.0 means a 100% yield; for example, 0.34 means a 34% yield). (1) The reactants are [C:1]([O:4][C:5]1[C:6](=[CH:10][CH:11]=[CH:12][CH:13]=1)[C:7](Cl)=[O:8])(=[O:3])[CH3:2].[OH2:14]. The catalyst is C1(C)C=CC=CC=1. The product is [C:1]([O:4][C:5]1[CH:13]=[CH:12][CH:11]=[CH:10][C:6]=1[C:7]([OH:14])=[O:8])(=[O:3])[CH3:2]. The yield is 0.800. (2) The reactants are [Cl:1][C:2]1[C:3]2[N:4]([C:15](=[O:18])[NH:16][N:17]=2)[N:5]=[CH:6][C:7]=1[C:8]1[CH:13]=[CH:12][C:11]([Cl:14])=[CH:10][CH:9]=1.[F:19][C:20]([F:30])([F:29])[C:21]1[CH:28]=[CH:27][C:24]([CH2:25]Br)=[CH:23][CH:22]=1.C([O-])([O-])=O.[K+].[K+].CCOC(C)=O. The catalyst is CN(C=O)C. The product is [F:19][C:20]([F:29])([F:30])[C:21]1[CH:28]=[CH:27][C:24]([CH2:25][N:16]2[C:15](=[O:18])[N:4]3[N:5]=[CH:6][C:7]([C:8]4[CH:13]=[CH:12][C:11]([Cl:14])=[CH:10][CH:9]=4)=[C:2]([Cl:1])[C:3]3=[N:17]2)=[CH:23][CH:22]=1. The yield is 0.740. (3) The reactants are [Br:1][C:2]1[CH:3]=[C:4]([NH2:11])[C:5]([N:8]([CH3:10])[CH3:9])=[N:6][CH:7]=1.C(N(C(C)C)CC)(C)C.[CH3:21][S:22](Cl)(=[O:24])=[O:23].[OH-].[K+]. The catalyst is O.C1COCC1. The product is [Br:1][C:2]1[CH:3]=[C:4]([NH:11][S:22]([CH3:21])(=[O:24])=[O:23])[C:5]([N:8]([CH3:9])[CH3:10])=[N:6][CH:7]=1. The yield is 0.390. (4) The reactants are [C:1]([C:3]1[CH:4]=[C:5]([S:9](Cl)(=[O:11])=[O:10])[CH:6]=[CH:7][CH:8]=1)#[N:2].CCN(C(C)C)C(C)C.[CH2:22]([NH:24][C:25]([N:27]1[N:31]=[CH:30][C:29]2([CH2:35][CH2:34][CH2:33][CH2:32]2)[CH2:28]1)=[NH:26])[CH3:23]. The catalyst is C(Cl)Cl. The product is [C:1]([C:3]1[CH:4]=[C:5]([S:9]([N:26]=[C:25]([N:27]2[N:31]=[CH:30][C:29]3([CH2:35][CH2:34][CH2:33][CH2:32]3)[CH2:28]2)[NH:24][CH2:22][CH3:23])(=[O:11])=[O:10])[CH:6]=[CH:7][CH:8]=1)#[N:2]. The yield is 0.570. (5) The reactants are [OH:1]/[N:2]=[CH:3]/[C:4]1[CH:24]=[CH:23][C:7]([CH2:8][N:9]([CH:17]2[CH2:22][CH2:21][O:20][CH2:19][CH2:18]2)[C:10](=[O:16])[O:11][C:12]([CH3:15])([CH3:14])[CH3:13])=[CH:6][CH:5]=1.[Cl:25]N1C(=O)CCC1=O. The catalyst is C(OC(C)=O)(C)C.O. The product is [Cl:25]/[C:3](=[N:2]\[OH:1])/[C:4]1[CH:5]=[CH:6][C:7]([CH2:8][N:9]([CH:17]2[CH2:22][CH2:21][O:20][CH2:19][CH2:18]2)[C:10](=[O:16])[O:11][C:12]([CH3:15])([CH3:14])[CH3:13])=[CH:23][CH:24]=1. The yield is 0.890. (6) The reactants are [NH2:1][C:2]1[CH:7]=[CH:6][C:5]([C:8]2[N:9]=[C:10]([C@@H:13]3[CH2:17][CH2:16][CH2:15][N:14]3[C:18](=[O:29])[C@H:19]([N:26]([CH3:28])[CH3:27])[C:20]3[CH:25]=[CH:24][CH:23]=[CH:22][CH:21]=3)[NH:11][CH:12]=2)=[CH:4][CH:3]=1.[C:30]([O:34][C:35]([NH:37][C:38]1[CH:43]=[CH:42][C:41]([S:44][C:45]2[CH:53]=[CH:52][C:48]([C:49](O)=[O:50])=[CH:47][C:46]=2[NH:54][C:55]2[C:56]3[CH:64]=[CH:63][C:62]([CH:65]([CH3:67])[CH3:66])=[N:61][C:57]=3[N:58]=[CH:59][N:60]=2)=[CH:40][CH:39]=1)=[O:36])([CH3:33])([CH3:32])[CH3:31]. No catalyst specified. The product is [CH3:28][N:26]([CH3:27])[C@H:19]([C:20]1[CH:25]=[CH:24][CH:23]=[CH:22][CH:21]=1)[C:18]([N:14]1[CH2:15][CH2:16][CH2:17][C@H:13]1[C:10]1[NH:11][CH:12]=[C:8]([C:5]2[CH:6]=[CH:7][C:2]([NH:1][C:49]([C:48]3[CH:52]=[CH:53][C:45]([S:44][C:41]4[CH:40]=[CH:39][C:38]([NH:37][C:35](=[O:36])[O:34][C:30]([CH3:33])([CH3:32])[CH3:31])=[CH:43][CH:42]=4)=[C:46]([NH:54][C:55]4[C:56]5[CH:64]=[CH:63][C:62]([CH:65]([CH3:67])[CH3:66])=[N:61][C:57]=5[N:58]=[CH:59][N:60]=4)[CH:47]=3)=[O:50])=[CH:3][CH:4]=2)[N:9]=1)=[O:29]. The yield is 0.550. (7) The catalyst is C(O)C. The reactants are [OH:1][CH2:2][C@H:3]1[CH2:6][C@@H:5]([NH:7][C:8]2[C:13]([C:14]#[N:15])=[CH:12][N:11]=[C:10](S(C)(=O)=O)[N:9]=2)[C:4]1([CH3:21])[CH3:20].OC[C@H]1C[C@@H](NC2C(C#N)=CN=C(S(C)=O)N=2)C1(C)C.Cl.[F:43][C:44]([F:54])([F:53])[C:45]1[CH:50]=[CH:49][N:48]=[CH:47][C:46]=1[CH2:51][NH2:52].CCN(C(C)C)C(C)C. The product is [OH:1][CH2:2][C@H:3]1[CH2:6][C@@H:5]([NH:7][C:8]2[C:13]([C:14]#[N:15])=[CH:12][N:11]=[C:10]([NH:52][CH2:51][C:46]3[CH:47]=[N:48][CH:49]=[CH:50][C:45]=3[C:44]([F:54])([F:43])[F:53])[N:9]=2)[C:4]1([CH3:21])[CH3:20]. The yield is 0.450. (8) The reactants are Cl.[C@H:2]12[CH2:8][C@H:5]([NH:6][CH2:7]1)[CH2:4][N:3]2[C:9]([NH2:11])=[O:10].CCN(CC)CC.[S:19]1[C:23]2[CH:24]=[CH:25][CH:26]=[CH:27][C:22]=2[N:21]=[C:20]1[O:28][C:29]1[CH:36]=[CH:35][C:32]([CH:33]=O)=[CH:31][CH:30]=1.C(O[BH-](OC(=O)C)OC(=O)C)(=O)C.[Na+]. The catalyst is C1COCC1.C(Cl)Cl.[OH-].[Na+]. The product is [S:19]1[C:23]2[CH:24]=[CH:25][CH:26]=[CH:27][C:22]=2[N:21]=[C:20]1[O:28][C:29]1[CH:36]=[CH:35][C:32]([CH2:33][N:6]2[CH2:7][C@@H:2]3[CH2:8][C@H:5]2[CH2:4][N:3]3[C:9]([NH2:11])=[O:10])=[CH:31][CH:30]=1. The yield is 0.440.